This data is from Catalyst prediction with 721,799 reactions and 888 catalyst types from USPTO. The task is: Predict which catalyst facilitates the given reaction. (1) Reactant: [H-].[Na+].[O:3]1[C:7]2[CH:8]=[CH:9][CH:10]=[CH:11][C:6]=2[N:5]=[C:4]1[NH:12][C:13](=[O:25])[CH2:14][C:15]1[CH:20]=[CH:19][C:18]([S:21]([CH3:24])(=[O:23])=[O:22])=[CH:17][CH:16]=1.Br.Br[CH2:28][C:29]1[CH:34]=[CH:33][N:32]=[CH:31][CH:30]=1.BrCC1C=CN=CC=1. Product: [O:3]1[C:7]2[CH:8]=[CH:9][CH:10]=[CH:11][C:6]=2[N:5]=[C:4]1[NH:12][C:13](=[O:25])[CH:14]([C:15]1[CH:20]=[CH:19][C:18]([S:21]([CH3:24])(=[O:22])=[O:23])=[CH:17][CH:16]=1)[CH2:28][C:29]1[CH:34]=[CH:33][N:32]=[CH:31][CH:30]=1. The catalyst class is: 3. (2) Reactant: [Cl:1][C:2]1[CH:3]=[N:4][C:5]2[C:10]([CH:11]=1)=[CH:9][CH:8]=[CH:7][C:6]=2[NH:12][C:13]1[CH:14]=[C:15]([C:19]2([CH3:26])[NH:24][C:23](=O)[CH2:22][O:21][CH2:20]2)[CH:16]=[CH:17][CH:18]=1.COC1C=CC(P2(SP(C3C=CC(OC)=CC=3)(=S)S2)=[S:36])=CC=1. Product: [Cl:1][C:2]1[CH:3]=[N:4][C:5]2[C:10]([CH:11]=1)=[CH:9][CH:8]=[CH:7][C:6]=2[NH:12][C:13]1[CH:14]=[C:15]([C:19]2([CH3:26])[NH:24][C:23](=[S:36])[CH2:22][O:21][CH2:20]2)[CH:16]=[CH:17][CH:18]=1. The catalyst class is: 7. (3) The catalyst class is: 8. Reactant: [CH3:1][O:2][C:3]1[CH:4]=[C:5]2[CH2:14][CH:13]([CH2:15][CH:16]3[CH2:21][CH2:20][N:19]([CH2:22][C:23]4[CH:24]=[CH:25][CH:26]=[CH:27][CH:28]=4)[CH2:18][CH2:17]3)[C:11](=[O:12])[C:6]2=[CH:7][C:8]=1[O:9][CH3:10].[C:29]([OH:36])(=[O:35])/[CH:30]=[CH:31]\[C:32]([OH:34])=[O:33]. Product: [CH3:1][O:2][C:3]1[CH:4]=[C:5]2[CH2:14][CH:13]([CH2:15][CH:16]3[CH2:17][CH2:18][N:19]([CH2:22][C:23]4[CH:28]=[CH:27][CH:26]=[CH:25][CH:24]=4)[CH2:20][CH2:21]3)[C:11](=[O:12])[C:6]2=[CH:7][C:8]=1[O:9][CH3:10].[C:29]([O-:36])(=[O:35])/[CH:30]=[CH:31]\[C:32]([O-:34])=[O:33]. (4) Reactant: [Cl-].[Cr+3:2].[Cl-].[Cl-].[C:5]([NH:8][C@H:9]([C:12]([OH:14])=[O:13])[CH2:10][SH:11])(=[O:7])[CH3:6]. Product: [C:5]([NH:8][C@H:9]([C:12]([OH:14])=[O:13])[CH2:10][SH:11])(=[O:7])[CH3:6].[Cr:2]. The catalyst class is: 6. (5) Product: [CH3:1][O:2][C:3]1[CH:4]=[CH:5][C:6]([C:9]2([CH2:14][NH2:15])[O:10][CH2:11][CH2:12][O:13]2)=[CH:7][CH:8]=1. Reactant: [CH3:1][O:2][C:3]1[CH:8]=[CH:7][C:6]([C:9]2([CH2:14][N:15]3C(=O)C4C(=CC=CC=4)C3=O)[O:13][CH2:12][CH2:11][O:10]2)=[CH:5][CH:4]=1.O.NN.[OH-].[Na+].O. The catalyst class is: 27. (6) Reactant: Cl[C:2]1[N:3]=[C:4]2[C:10]3[CH:11]=[CH:12][CH:13]=[CH:14][C:9]=3[NH:8][C:7]3[N:15]=[CH:16][CH:17]=[CH:18][C:6]=3[N:5]2[C:19]=1[C:20]1[CH:25]=[CH:24][C:23]([C:26]2([NH:30][C:31](=[O:37])[O:32][C:33]([CH3:36])([CH3:35])[CH3:34])[CH2:29][CH2:28][CH2:27]2)=[CH:22][CH:21]=1.C([O-])(O)=O.[Na+].[CH2:43]([O:50][C:51]1[CH:56]=[CH:55][C:54](B(O)O)=[CH:53][CH:52]=1)[C:44]1[CH:49]=[CH:48][CH:47]=[CH:46][CH:45]=1. Product: [C:33]([O:32][C:31](=[O:37])[NH:30][C:26]1([C:23]2[CH:24]=[CH:25][C:20]([C:19]3[N:5]4[C:6]5[CH:18]=[CH:17][CH:16]=[N:15][C:7]=5[NH:8][C:9]5[CH:14]=[CH:13][CH:12]=[CH:11][C:10]=5[C:4]4=[N:3][C:2]=3[C:54]3[CH:55]=[CH:56][C:51]([O:50][CH2:43][C:44]4[CH:49]=[CH:48][CH:47]=[CH:46][CH:45]=4)=[CH:52][CH:53]=3)=[CH:21][CH:22]=2)[CH2:27][CH2:28][CH2:29]1)([CH3:36])([CH3:35])[CH3:34]. The catalyst class is: 3. (7) Reactant: [CH3:1][C:2]1[CH:3]=[C:4]([NH:9][C:10]([C:12]2[CH:37]=[CH:36][C:15]3[N:16]=[C:17]([C:19]4[C:24]([CH3:25])=[CH:23][C:22]([O:26][CH2:27][C@@H:28]5[CH2:32][O:31]C(C)(C)[O:29]5)=[CH:21][C:20]=4[CH3:35])[NH:18][C:14]=3[CH:13]=2)=[O:11])[CH:5]=[CH:6][C:7]=1[CH3:8].Cl.[OH-].[Na+].O. Product: [CH3:1][C:2]1[CH:3]=[C:4]([NH:9][C:10]([C:12]2[CH:37]=[CH:36][C:15]3[N:16]=[C:17]([C:19]4[C:20]([CH3:35])=[CH:21][C:22]([O:26][CH2:27][C@@H:28]([OH:29])[CH2:32][OH:31])=[CH:23][C:24]=4[CH3:25])[NH:18][C:14]=3[CH:13]=2)=[O:11])[CH:5]=[CH:6][C:7]=1[CH3:8]. The catalyst class is: 191. (8) Reactant: FC(F)(F)C(O)=O.C([O:12][C:13](=[O:60])[CH2:14][O:15][C:16]1[CH:21]=[CH:20][C:19]([CH2:22][N:23]2[C:28](=[O:29])[C:27]([C:30](=[O:52])[NH:31][C:32]3[CH:37]=[CH:36][C:35]([C:38]([F:41])([F:40])[F:39])=[CH:34][C:33]=3[C:42]3[CH:43]=[N:44][C:45]([C:48]([F:51])([F:50])[F:49])=[CH:46][CH:47]=3)=[C:26]([OH:53])[C@@:25]3([CH3:57])[CH2:54][CH2:55][CH2:56][N:24]23)=[C:18]([F:58])[C:17]=1[F:59])(C)(C)C. Product: [OH:53][C:26]1[C@@:25]2([CH3:57])[CH2:54][CH2:55][CH2:56][N:24]2[N:23]([CH2:22][C:19]2[CH:20]=[CH:21][C:16]([O:15][CH2:14][C:13]([OH:60])=[O:12])=[C:17]([F:59])[C:18]=2[F:58])[C:28](=[O:29])[C:27]=1[C:30](=[O:52])[NH:31][C:32]1[CH:37]=[CH:36][C:35]([C:38]([F:41])([F:40])[F:39])=[CH:34][C:33]=1[C:42]1[CH:43]=[N:44][C:45]([C:48]([F:50])([F:51])[F:49])=[CH:46][CH:47]=1. The catalyst class is: 4.